This data is from Reaction yield outcomes from USPTO patents with 853,638 reactions. The task is: Predict the reaction yield, written as a fraction of the theoretical maximum amount of product (1.0 means a 100% yield; for example, 0.34 means a 34% yield). The reactants are [CH3:1][NH2:2].Cl.O[C:5]1[CH:14]=[CH:13][C:12]2[C:7](=[CH:8][CH:9]=[C:10]([C:15](=[O:27])[CH2:16][CH2:17][CH2:18][CH2:19][CH2:20][CH2:21][CH2:22][CH2:23][CH2:24][CH2:25][CH3:26])[CH:11]=2)[CH:6]=1.[OH-].[Na+]. The catalyst is O. The product is [C:15]([C:10]1[CH:11]=[C:12]2[C:7](=[CH:8][CH:9]=1)[CH:6]=[C:5]([NH:2][CH3:1])[CH:14]=[CH:13]2)(=[O:27])[CH2:16][CH2:17][CH2:18][CH2:19][CH2:20][CH2:21][CH2:22][CH2:23][CH2:24][CH2:25][CH3:26]. The yield is 0.670.